From a dataset of Catalyst prediction with 721,799 reactions and 888 catalyst types from USPTO. Predict which catalyst facilitates the given reaction. (1) Reactant: [H-].[Al+3].[Li+].[H-].[H-].[H-].[S:7]1[CH:11]=[CH:10][C:9]2[CH:12]=[C:13]([C:16]3([CH2:30][C:31]4[CH:36]=[CH:35][CH:34]=[CH:33][CH:32]=4)[CH2:20][C:19](=O)[N:18]([CH2:22][C:23]4[CH:28]=[CH:27][CH:26]=[CH:25][CH:24]=4)[C:17]3=O)[CH:14]=[CH:15][C:8]1=2. Product: [S:7]1[CH:11]=[CH:10][C:9]2[CH:12]=[C:13]([C:16]3([CH2:30][C:31]4[CH:36]=[CH:35][CH:34]=[CH:33][CH:32]=4)[CH2:20][CH2:19][N:18]([CH2:22][C:23]4[CH:28]=[CH:27][CH:26]=[CH:25][CH:24]=4)[CH2:17]3)[CH:14]=[CH:15][C:8]1=2. The catalyst class is: 1. (2) Reactant: [C:1]([O:5][C:6](=[O:36])[N:7]([C@@H:19]1[C@H:24]([OH:25])[C@H:23]([CH2:26][C:27]2[CH:32]=[CH:31][C:30]([Br:33])=[CH:29][CH:28]=2)[CH2:22][S:21](=[O:35])(=[O:34])[CH2:20]1)[CH2:8][C:9]1[CH:14]=[CH:13][CH:12]=[C:11]([C:15]([CH3:18])([CH3:17])[CH3:16])[CH:10]=1)([CH3:4])([CH3:3])[CH3:2].CC(OI1(OC(C)=O)(OC(C)=O)OC(=O)C2C=CC=CC1=2)=O.C([O-])(O)=O.[Na+]. Product: [C:1]([O:5][C:6](=[O:36])[N:7]([C@@H:19]1[C:24](=[O:25])[C@H:23]([CH2:26][C:27]2[CH:28]=[CH:29][C:30]([Br:33])=[CH:31][CH:32]=2)[CH2:22][S:21](=[O:35])(=[O:34])[CH2:20]1)[CH2:8][C:9]1[CH:14]=[CH:13][CH:12]=[C:11]([C:15]([CH3:17])([CH3:18])[CH3:16])[CH:10]=1)([CH3:2])([CH3:3])[CH3:4]. The catalyst class is: 2. (3) Reactant: [OH:1][C@H:2]1[CH2:7][CH2:6][C@H:5]([C:8]([OH:10])=[O:9])[CH2:4][CH2:3]1.[C:11]([O-])([O-])=O.[K+].[K+].IC. Product: [CH3:11][O:9][C:8]([C@H:5]1[CH2:6][CH2:7][C@@H:2]([OH:1])[CH2:3][CH2:4]1)=[O:10]. The catalyst class is: 31. (4) Reactant: [F:1][C:2]1[CH:3]=[C:4]([CH:19]=[CH:20][C:21]=1[N+:22]([O-])=O)[C:5]([NH:7][CH2:8][C:9]([O:11]CC1C=CC=CC=1)=[O:10])=[O:6]. Product: [NH2:22][C:21]1[CH:20]=[CH:19][C:4]([C:5]([NH:7][CH2:8][C:9]([OH:11])=[O:10])=[O:6])=[CH:3][C:2]=1[F:1]. The catalyst class is: 99. (5) Reactant: C([BH3-])#N.[Na+].[N+:5]([C:8]1[CH:19]=[CH:18][C:17]2[CH2:16][CH:15]3[C:20](=[N:21][OH:22])[CH:12]([CH2:13][CH2:14]3)[CH2:11][C:10]=2[CH:9]=1)([O-:7])=[O:6].Cl.CN(C1C=CC(N=NC2C=CC(S(O)(=O)=O)=CC=2)=CC=1)C. Product: [N+:5]([C:8]1[CH:19]=[CH:18][C:17]2[CH2:16][CH:15]3[CH:20]([NH:21][OH:22])[CH:12]([CH2:13][CH2:14]3)[CH2:11][C:10]=2[CH:9]=1)([O-:7])=[O:6]. The catalyst class is: 273. (6) Reactant: O[CH2:2][C:3]([C:5]1[CH:10]=[CH:9][CH:8]=[CH:7][CH:6]=1)=[O:4].CC(C)CCC[C:16](=[O:18])C.N1CCCC1. Product: [O:18]1[C:6]2[C:5](=[CH:10][CH:9]=[CH:8][CH:7]=2)[C:3](=[O:4])[CH:2]=[CH:16]1. The catalyst class is: 11. (7) Product: [Cl:1][C:2]1[CH:7]=[CH:6][CH:5]=[C:4]([F:8])[C:3]=1[C:9]1[C:13]([C:14]([O:16][CH3:17])=[O:15])=[C:12]([C:18]2[CH:19]=[N:34][N:33]([C:28]3[CH:29]=[CH:30][CH:31]=[CH:32][C:27]=3[F:26])[CH:23]=2)[O:11][N:10]=1. Reactant: [Cl:1][C:2]1[CH:7]=[CH:6][CH:5]=[C:4]([F:8])[C:3]=1[C:9]1[C:13]([C:14]([O:16][CH3:17])=[O:15])=[C:12]([C:18]([CH:23]=O)=[CH:19]N(C)C)[O:11][N:10]=1.Cl.[F:26][C:27]1[CH:32]=[CH:31][CH:30]=[CH:29][C:28]=1[NH:33][NH2:34]. The catalyst class is: 8.